Dataset: Reaction yield outcomes from USPTO patents with 853,638 reactions. Task: Predict the reaction yield, written as a fraction of the theoretical maximum amount of product (1.0 means a 100% yield; for example, 0.34 means a 34% yield). (1) The reactants are [CH2:1]([O:8][C:9]1[CH:14]=[CH:13][C:12]([O:15][C:16]([F:19])([F:18])[F:17])=[CH:11][C:10]=1Br)[C:2]1[CH:7]=[CH:6][CH:5]=[CH:4][CH:3]=1.[CH3:21][N:22]1[C:26](B(O)O)=[CH:25][CH:24]=[N:23]1.C1(P(C2CCCCC2)C2CCCCC2)CCCCC1.P([O-])([O-])([O-])=O.[K+].[K+].[K+]. The catalyst is O1CCOCC1.O.C1(/C=C/C(=O)/C=C/C2C=CC=CC=2)C=CC=CC=1.[Pd]. The product is [CH2:1]([O:8][C:9]1[CH:14]=[CH:13][C:12]([O:15][C:16]([F:19])([F:18])[F:17])=[CH:11][C:10]=1[C:26]1[N:22]([CH3:21])[N:23]=[CH:24][CH:25]=1)[C:2]1[CH:7]=[CH:6][CH:5]=[CH:4][CH:3]=1. The yield is 0.700. (2) The reactants are CS(O[CH2:6][CH:7]1[S:11][C:10]([C:12]2[NH:13][C:14]3[C:19]([CH:20]=2)=[CH:18][CH:17]=[CH:16][C:15]=3[N:21]([CH3:31])[S:22]([C:25]2[CH:30]=[CH:29][CH:28]=[CH:27][N:26]=2)(=[O:24])=[O:23])=[N:9][CH2:8]1)(=O)=O.[NH:32]1[CH:36]=[N:35][CH:34]=[N:33]1.C(=O)([O-])[O-].[K+].[K+].CN(C)C=O. The catalyst is O. The product is [CH3:31][N:21]([C:15]1[CH:16]=[CH:17][CH:18]=[C:19]2[C:14]=1[NH:13][C:12]([C:10]1[S:11][CH:7]([CH2:6][N:32]3[CH:36]=[N:35][CH:34]=[N:33]3)[CH2:8][N:9]=1)=[CH:20]2)[S:22]([C:25]1[CH:30]=[CH:29][CH:28]=[CH:27][N:26]=1)(=[O:24])=[O:23]. The yield is 0.590. (3) The reactants are [CH2:1]([O:3][C:4]1[CH:5]=[C:6]([C:10]2[CH:15]=[CH:14][C:13]([CH:16](C(OC)=O)[C:17]([O:19]C)=[O:18])=[C:12]([N+:25]([O-:27])=[O:26])[CH:11]=2)[CH:7]=[CH:8][CH:9]=1)[CH3:2].Cl. No catalyst specified. The product is [CH2:1]([O:3][C:4]1[CH:5]=[C:6]([C:10]2[CH:15]=[CH:14][C:13]([CH2:16][C:17]([OH:19])=[O:18])=[C:12]([N+:25]([O-:27])=[O:26])[CH:11]=2)[CH:7]=[CH:8][CH:9]=1)[CH3:2]. The yield is 0.770. (4) The reactants are [CH:1]1([C:7]([N:9]2[CH2:18][CH2:17][C:16]3[C:11](=[CH:12][CH:13]=[C:14]([CH:19]=O)[CH:15]=3)[CH2:10]2)=[O:8])[CH2:6][CH2:5][CH2:4][CH2:3][CH2:2]1.[NH:21]1[CH2:26][CH2:25][CH2:24][CH2:23][CH2:22]1.C(O)(=O)C.[BH-](OC(C)=O)(OC(C)=O)OC(C)=O.[Na+]. The catalyst is ClCCCl. The product is [CH:1]1([C:7]([N:9]2[CH2:18][CH2:17][C:16]3[C:11](=[CH:12][CH:13]=[C:14]([CH2:19][N:21]4[CH2:26][CH2:25][CH2:24][CH2:23][CH2:22]4)[CH:15]=3)[CH2:10]2)=[O:8])[CH2:6][CH2:5][CH2:4][CH2:3][CH2:2]1. The yield is 0.340. (5) The product is [CH3:44][N:31]1[C:30](=[O:45])[CH:29]([NH:28][C:13](=[O:15])[C@@H:9]([NH:8][C:1]([O:3][C:4]([CH3:5])([CH3:6])[CH3:7])=[O:2])[CH:10]([CH3:11])[CH3:12])[C:35]2[CH:36]=[CH:37][CH:38]=[CH:39][C:34]=2[C:33](=[O:40])[N:32]1[CH:41]([CH3:43])[CH3:42]. The catalyst is ClCCl. The reactants are [C:1]([NH:8][C@H:9]([C:13]([OH:15])=O)[CH:10]([CH3:12])[CH3:11])([O:3][C:4]([CH3:7])([CH3:6])[CH3:5])=[O:2].CN1CCOCC1.ClC(OC)=O.[NH2:28][CH:29]1[C:35]2[CH:36]=[CH:37][CH:38]=[CH:39][C:34]=2[C:33](=[O:40])[N:32]([CH:41]([CH3:43])[CH3:42])[N:31]([CH3:44])[C:30]1=[O:45]. The yield is 0.830. (6) The reactants are [O:1]1[CH2:6][CH2:5][CH2:4][CH2:3][CH:2]1[O:7][CH:8]1[CH2:12][CH2:11][N:10](C(OCC2C=CC=CC=2)=O)[CH2:9]1. The catalyst is [Pd].CO. The product is [O:1]1[CH2:6][CH2:5][CH2:4][CH2:3][CH:2]1[O:7][CH:8]1[CH2:12][CH2:11][NH:10][CH2:9]1. The yield is 0.670. (7) The reactants are [CH2:1]([N:8]1[CH2:13][CH2:12][CH:11]([CH3:14])[CH:10]([NH:15]C(=O)OC)[CH2:9]1)[C:2]1[CH:7]=[CH:6][CH:5]=[CH:4][CH:3]=1.Br. The catalyst is C(O)(=O)C. The product is [CH2:1]([N:8]1[CH2:13][CH2:12][CH:11]([CH3:14])[CH:10]([NH2:15])[CH2:9]1)[C:2]1[CH:3]=[CH:4][CH:5]=[CH:6][CH:7]=1. The yield is 0.660.